This data is from Reaction yield outcomes from USPTO patents with 853,638 reactions. The task is: Predict the reaction yield, written as a fraction of the theoretical maximum amount of product (1.0 means a 100% yield; for example, 0.34 means a 34% yield). The reactants are [NH2:1][C@@H:2]([CH3:5])[CH2:3][OH:4].[Cl:6][C:7]1[CH:8]=[C:9]([NH:21][C:22]2[C:31]3[C:26](=[CH:27][CH:28]=[CH:29][C:30]=3F)[N:25]=[CH:24][N:23]=2)[CH:10]=[CH:11][C:12]=1[O:13][CH2:14][C:15]1[CH:20]=[CH:19][CH:18]=[CH:17][N:16]=1. No catalyst specified. The product is [NH2:1][C@@H:2]([CH3:5])[CH2:3][O:4][C:30]1[CH:29]=[CH:28][CH:27]=[C:26]2[C:31]=1[C:22]([NH:21][C:9]1[CH:10]=[CH:11][C:12]([O:13][CH2:14][C:15]3[CH:20]=[CH:19][CH:18]=[CH:17][N:16]=3)=[C:7]([Cl:6])[CH:8]=1)=[N:23][CH:24]=[N:25]2. The yield is 0.510.